Task: Predict the reactants needed to synthesize the given product.. Dataset: Full USPTO retrosynthesis dataset with 1.9M reactions from patents (1976-2016) (1) Given the product [C:33]([O:32][C:30]([N:28]1[CH2:29][CH:26]([C:25]2[NH:1][C:2]3[N:7]=[N:6][C:5]([CH2:8][CH2:9][CH2:10][CH2:11][N:12]4[CH:16]=[C:15]([C:17]([OH:19])=[O:18])[N:14]=[N:13]4)=[CH:4][C:3]=3[CH:24]=2)[CH2:27]1)=[O:31])([CH3:36])([CH3:35])[CH3:34], predict the reactants needed to synthesize it. The reactants are: [NH2:1][C:2]1[N:7]=[N:6][C:5]([CH2:8][CH2:9][CH2:10][CH2:11][N:12]2[CH:16]=[C:15]([C:17]([O:19]C(C)(C)C)=[O:18])[N:14]=[N:13]2)=[CH:4][C:3]=1[C:24]#[C:25][CH:26]1[CH2:29][N:28]([C:30]([O:32][C:33]([CH3:36])([CH3:35])[CH3:34])=[O:31])[CH2:27]1.CC([O-])(C)C.[K+]. (2) Given the product [N:34]([CH2:6][CH:7]1[O:11][C:10](=[O:12])[N:9]([C:13]2[CH:22]=[C:21]3[C:16]([CH:17]=[C:18]([C:24]4[CH:29]=[CH:28][CH:27]=[CH:26][C:25]=4[C:30]([F:31])([F:32])[F:33])[NH:19][C:20]3=[O:23])=[CH:15][CH:14]=2)[CH2:8]1)=[N+:35]=[N-:36], predict the reactants needed to synthesize it. The reactants are: CS(O[CH2:6][CH:7]1[O:11][C:10](=[O:12])[N:9]([C:13]2[CH:22]=[C:21]3[C:16]([CH:17]=[C:18]([C:24]4[CH:29]=[CH:28][CH:27]=[CH:26][C:25]=4[C:30]([F:33])([F:32])[F:31])[NH:19][C:20]3=[O:23])=[CH:15][CH:14]=2)[CH2:8]1)(=O)=O.[N-:34]=[N+:35]=[N-:36].[Na+].O.